Dataset: Full USPTO retrosynthesis dataset with 1.9M reactions from patents (1976-2016). Task: Predict the reactants needed to synthesize the given product. (1) Given the product [Br:9][C:10]1[CH:11]=[C:12]([NH:13][C:6]2[N:5]=[CH:4][N:3]=[C:2]([NH:29][CH2:28][CH2:26][OH:27])[CH:7]=2)[CH:14]=[CH:15][CH:16]=1, predict the reactants needed to synthesize it. The reactants are: Cl[C:2]1[CH:7]=[C:6](Cl)[N:5]=[CH:4][N:3]=1.[Br:9][C:10]1[CH:11]=[C:12]([CH:14]=[CH:15][CH:16]=1)[NH2:13].CCN(C(C)C)C(C)C.[CH2:26]([CH2:28][NH2:29])[OH:27]. (2) The reactants are: Cl[C:2]1[NH:11][C:10](=[O:12])[C:9]2[C:4](=[CH:5][C:6]([O:15][CH3:16])=[C:7]([O:13][CH3:14])[CH:8]=2)[N:3]=1.Cl.Cl.[CH2:19]([N:26]1[C:34]2[CH2:33][CH2:32][NH:31][CH2:30][C:29]=2[N:28]=[CH:27]1)[C:20]1[CH:25]=[CH:24][CH:23]=[CH:22][CH:21]=1.C(N(C(C)C)CC)(C)C. Given the product [CH2:19]([N:26]1[C:34]2[CH2:33][CH2:32][N:31]([C:2]3[NH:11][C:10](=[O:12])[C:9]4[C:4](=[CH:5][C:6]([O:15][CH3:16])=[C:7]([O:13][CH3:14])[CH:8]=4)[N:3]=3)[CH2:30][C:29]=2[N:28]=[CH:27]1)[C:20]1[CH:21]=[CH:22][CH:23]=[CH:24][CH:25]=1, predict the reactants needed to synthesize it.